Task: Predict the reaction yield, written as a fraction of the theoretical maximum amount of product (1.0 means a 100% yield; for example, 0.34 means a 34% yield).. Dataset: Reaction yield outcomes from USPTO patents with 853,638 reactions (1) The reactants are Cl.[NH2:2][C@@H:3]1[CH2:8][CH2:7][C@H:6]([N:9]2[C:14](=[O:15])[C:13]3[CH:16]=[C:17]([F:20])[CH:18]=[N:19][C:12]=3[N:11]([C:21]3[CH:26]=[CH:25][C:24]([F:27])=[C:23]([F:28])[CH:22]=3)[C:10]2=[O:29])[CH2:5][CH2:4]1.[OH:30][C:31]1[CH:39]=[CH:38][C:37]([CH2:40][OH:41])=[CH:36][C:32]=1[C:33](O)=[O:34].CN(C(ON1N=NC2C=CC=NC1=2)=[N+](C)C)C.F[P-](F)(F)(F)(F)F.C1C=NC2N(O)N=NC=2C=1.CCN(C(C)C)C(C)C. The catalyst is CN1C(=O)CCC1.C(OCC)(=O)C. The product is [F:28][C:23]1[CH:22]=[C:21]([N:11]2[C:12]3[N:19]=[CH:18][C:17]([F:20])=[CH:16][C:13]=3[C:14](=[O:15])[N:9]([C@@H:6]3[CH2:7][CH2:8][C@H:3]([NH:2][C:33](=[O:34])[C:32]4[CH:36]=[C:37]([CH2:40][OH:41])[CH:38]=[CH:39][C:31]=4[OH:30])[CH2:4][CH2:5]3)[C:10]2=[O:29])[CH:26]=[CH:25][C:24]=1[F:27]. The yield is 0.430. (2) The reactants are [O:1]=[S:2]1(=[O:21])[CH2:7][CH2:6][CH2:5][CH2:4][N:3]1[C:8]1[N:9]([CH3:20])[C:10](=[O:19])[C:11]([O:17][CH3:18])=[C:12]([C:14]([OH:16])=O)[N:13]=1.[F:22][C:23]1[CH:30]=[CH:29][C:26]([CH2:27][NH2:28])=[CH:25][CH:24]=1.C(N(CC)CC)C.F[P-](F)(F)(F)(F)F.N1(O[P+](N2CCCC2)(N2CCCC2)N2CCCC2)C2C=CC=CC=2N=N1. The catalyst is C(#N)C.C(OCC)(=O)C. The product is [F:22][C:23]1[CH:30]=[CH:29][C:26]([CH2:27][NH:28][C:14]([C:12]2[N:13]=[C:8]([N:3]3[CH2:4][CH2:5][CH2:6][CH2:7][S:2]3(=[O:1])=[O:21])[N:9]([CH3:20])[C:10](=[O:19])[C:11]=2[O:17][CH3:18])=[O:16])=[CH:25][CH:24]=1. The yield is 0.920. (3) The reactants are [Cl:1][C:2]1[CH:35]=[CH:34][C:5]2[N:6]([C:9]3[S:13][C:12]([C:14]([NH2:16])=[O:15])=[C:11]([O:17][C@@H:18]([C:20]4[CH:25]=[CH:24][CH:23]=[C:22]([O:26][CH:27]5[CH2:32][CH2:31][NH:30][CH2:29][CH2:28]5)[C:21]=4[Cl:33])[CH3:19])[CH:10]=3)[CH:7]=[N:8][C:4]=2[CH:3]=1.[CH:36]([S:38]([CH3:41])(=[O:40])=[O:39])=[CH2:37]. The catalyst is C1COCC1. The product is [Cl:1][C:2]1[CH:35]=[CH:34][C:5]2[N:6]([C:9]3[S:13][C:12]([C:14]([NH2:16])=[O:15])=[C:11]([O:17][C@@H:18]([C:20]4[CH:25]=[CH:24][CH:23]=[C:22]([O:26][CH:27]5[CH2:32][CH2:31][N:30]([CH2:37][CH2:36][S:38]([CH3:41])(=[O:40])=[O:39])[CH2:29][CH2:28]5)[C:21]=4[Cl:33])[CH3:19])[CH:10]=3)[CH:7]=[N:8][C:4]=2[CH:3]=1. The yield is 0.780. (4) The reactants are C([NH:9][C:10]([NH:12][C:13]1[C:18]([S:19][C:20]2[CH:25]=[CH:24][CH:23]=[CH:22][CH:21]=2)=[CH:17][C:16]([Br:26])=[CH:15][N:14]=1)=[S:11])(=O)C1C=CC=CC=1.CO.[OH-].[Na+]. The catalyst is O. The product is [Br:26][C:16]1[CH:17]=[C:18]([S:19][C:20]2[CH:21]=[CH:22][CH:23]=[CH:24][CH:25]=2)[C:13]([NH:12][C:10]([NH2:9])=[S:11])=[N:14][CH:15]=1. The yield is 0.965. (5) The yield is 0.800. The reactants are [CH3:1][C:2]([C:6]1[CH:11]=[CH:10][C:9]([N+:12]([O-:14])=[O:13])=[CH:8][CH:7]=1)([CH3:5])[CH2:3][NH2:4].[OH-].[Na+].[CH3:17][C:18]([O:21][C:22](O[C:22]([O:21][C:18]([CH3:20])([CH3:19])[CH3:17])=[O:23])=[O:23])([CH3:20])[CH3:19].OS([O-])(=O)=O.[K+]. The product is [CH3:5][C:2]([C:6]1[CH:11]=[CH:10][C:9]([N+:12]([O-:14])=[O:13])=[CH:8][CH:7]=1)([CH3:1])[CH2:3][NH:4][C:22](=[O:23])[O:21][C:18]([CH3:20])([CH3:19])[CH3:17]. The catalyst is O1CCOCC1.O. (6) The reactants are [CH3:1][C:2]([CH3:14])([CH3:13])[C:3]#[C:4][C:5]1[S:9][C:8]([C:10]([OH:12])=[O:11])=[CH:7][CH:6]=1.[Li]CCCC.[I:20]I. The catalyst is C1COCC1. The product is [CH3:1][C:2]([CH3:14])([CH3:13])[C:3]#[C:4][C:5]1[S:9][C:8]([C:10]([OH:12])=[O:11])=[C:7]([I:20])[CH:6]=1. The yield is 0.650. (7) The reactants are [H-].[Na+].[Br:3][C:4]1[CH:5]=[CH:6][C:7]([O:13][CH2:14][CH2:15]Br)=[C:8]([C:10](=[O:12])[CH3:11])[CH:9]=1. The catalyst is C1COCC1. The product is [Br:3][C:4]1[CH:5]=[CH:6][C:7]2[O:13][CH2:14][CH2:15][CH2:11][C:10](=[O:12])[C:8]=2[CH:9]=1. The yield is 0.700. (8) The reactants are [Cl:1][C:2]1[CH:3]=[C:4]([C:8]2[C:9]([O:17][CH3:18])=[N:10][C:11]([CH3:16])=[C:12]([CH:15]=2)[CH:13]=O)[CH:5]=[CH:6][CH:7]=1.[Cl:19]C1C=C(C2C(OC)=NC(C)=C(C=2)C#N)C=CC=1.CC(C[AlH]CC(C)C)C. The catalyst is C(Cl)Cl. The product is [Cl:19][CH2:13][C:12]1[C:11]([CH3:16])=[N:10][C:9]([O:17][CH3:18])=[C:8]([C:4]2[CH:5]=[CH:6][CH:7]=[C:2]([Cl:1])[CH:3]=2)[CH:15]=1. The yield is 0.720.